This data is from Forward reaction prediction with 1.9M reactions from USPTO patents (1976-2016). The task is: Predict the product of the given reaction. (1) Given the reactants [C:1]([C:5]1[C:6]([O:28][CH3:29])=[C:7]([C:19]#[C:20][C:21]2[N:26]=[CH:25][C:24]([NH2:27])=[CH:23][CH:22]=2)[CH:8]=[C:9]([C:11]2[C:12]([O:17][CH3:18])=[N:13][CH:14]=[CH:15][CH:16]=2)[CH:10]=1)([CH3:4])([CH3:3])[CH3:2].[H][H], predict the reaction product. The product is: [C:1]([C:5]1[C:6]([O:28][CH3:29])=[C:7]([CH2:19][CH2:20][C:21]2[N:26]=[CH:25][C:24]([NH2:27])=[CH:23][CH:22]=2)[CH:8]=[C:9]([C:11]2[C:12]([O:17][CH3:18])=[N:13][CH:14]=[CH:15][CH:16]=2)[CH:10]=1)([CH3:4])([CH3:2])[CH3:3]. (2) Given the reactants [OH:1][C:2]1([C:6]2[CH:11]=[CH:10][C:9]([NH:12][C:13](=[O:21])OC3C=CC=CC=3)=[CH:8][CH:7]=2)[CH2:5][O:4][CH2:3]1.Cl.[Cl:23][C:24]1[CH:25]=[C:26]([N:30]2[C:34]([CH2:35][NH2:36])=[CH:33][C:32]([C:37]([F:40])([F:39])[F:38])=[N:31]2)[CH:27]=[CH:28][CH:29]=1, predict the reaction product. The product is: [Cl:23][C:24]1[CH:25]=[C:26]([N:30]2[C:34]([CH2:35][NH:36][C:13]([NH:12][C:9]3[CH:8]=[CH:7][C:6]([C:2]4([OH:1])[CH2:3][O:4][CH2:5]4)=[CH:11][CH:10]=3)=[O:21])=[CH:33][C:32]([C:37]([F:38])([F:39])[F:40])=[N:31]2)[CH:27]=[CH:28][CH:29]=1.